From a dataset of Forward reaction prediction with 1.9M reactions from USPTO patents (1976-2016). Predict the product of the given reaction. Given the reactants [Cl:1][C:2]1[CH:3]=[C:4]([CH2:9][S:10]([C:13]2[CH:14]=[C:15]3[C:19](=[CH:20][CH:21]=2)[NH:18][C:17](=[O:22])/[C:16]/3=[CH:23]\[C:24]2[NH:28][C:27]([CH3:29])=[C:26]([C:30]([OH:32])=O)[C:25]=2[CH3:33])(=[O:12])=[O:11])[CH:5]=[C:6]([Cl:8])[CH:7]=1.[N:34]1([CH:39]2[CH2:44][CH2:43][NH:42][CH2:41][CH2:40]2)[CH2:38][CH2:37][CH2:36][CH2:35]1.C1C=CC2N(O)N=NC=2C=1.CCN=C=NCCCN(C)C.Cl, predict the reaction product. The product is: [Cl:8][C:6]1[CH:5]=[C:4]([CH2:9][S:10]([C:13]2[CH:14]=[C:15]3[C:19](=[CH:20][CH:21]=2)[NH:18][C:17](=[O:22])/[C:16]/3=[CH:23]\[C:24]2[NH:28][C:27]([CH3:29])=[C:26]([C:30]([N:42]3[CH2:43][CH2:44][CH:39]([N:34]4[CH2:38][CH2:37][CH2:36][CH2:35]4)[CH2:40][CH2:41]3)=[O:32])[C:25]=2[CH3:33])(=[O:11])=[O:12])[CH:3]=[C:2]([Cl:1])[CH:7]=1.